This data is from Catalyst prediction with 721,799 reactions and 888 catalyst types from USPTO. The task is: Predict which catalyst facilitates the given reaction. (1) Reactant: Br[C:2]([CH3:9])([CH3:8])[C:3]([O:5][CH2:6][CH3:7])=[O:4].[CH:10]1([NH2:16])[CH2:15][CH2:14][CH2:13][CH2:12][CH2:11]1.C(=O)([O-])[O-].[K+].[K+].[I-].[Na+]. Product: [CH:10]1([NH:16][C:2]([CH3:9])([CH3:8])[C:3]([O:5][CH2:6][CH3:7])=[O:4])[CH2:15][CH2:14][CH2:13][CH2:12][CH2:11]1. The catalyst class is: 10. (2) Reactant: [CH:1]1([Li])[CH:5]=[CH:4][CH:3]=[CH:2]1.[CH3:7][C:8]1[CH:13]=[CH:12][C:11]([C:14](=O)[CH3:15])=[CH:10][CH:9]=1. Product: [CH3:15][C:14]([C:11]1[CH:12]=[CH:13][C:8]([CH3:7])=[CH:9][CH:10]=1)=[C:1]1[CH:5]=[CH:4][CH:3]=[CH:2]1. The catalyst class is: 27. (3) Reactant: Cl[C:2]1[N:7]=[C:6]([NH:8][C:9]2[CH:14]=[CH:13][C:12]([O:15][CH:16]([CH3:18])[CH3:17])=[C:11]([F:19])[CH:10]=2)[N:5]([CH2:20][C:21]2[CH:26]=[CH:25][C:24]([Cl:27])=[CH:23][CH:22]=2)[C:4](=[O:28])[N:3]=1.C1COCC1.[CH2:34]([NH2:41])[C:35]1[CH:40]=[CH:39][CH:38]=[CH:37][CH:36]=1.O. Product: [CH2:34]([NH:41][C:2]1[N:7]=[C:6]([NH:8][C:9]2[CH:14]=[CH:13][C:12]([O:15][CH:16]([CH3:17])[CH3:18])=[C:11]([F:19])[CH:10]=2)[N:5]([CH2:20][C:21]2[CH:26]=[CH:25][C:24]([Cl:27])=[CH:23][CH:22]=2)[C:4](=[O:28])[N:3]=1)[C:35]1[CH:40]=[CH:39][CH:38]=[CH:37][CH:36]=1. The catalyst class is: 13.